Dataset: Forward reaction prediction with 1.9M reactions from USPTO patents (1976-2016). Task: Predict the product of the given reaction. Given the reactants [Cl:1][CH2:2][CH2:3][O:4][C:5]1[C:6]([N+:26]([O-])=O)=[C:7]([CH2:12][S:13]([C:16]2[C:25]3[C:20](=[CH:21][CH:22]=[CH:23][CH:24]=3)[CH:19]=[CH:18][CH:17]=2)(=[O:15])=[O:14])[CH:8]=[C:9]([F:11])[CH:10]=1.O.NN, predict the reaction product. The product is: [Cl:1][CH2:2][CH2:3][O:4][C:5]1[CH:10]=[C:9]([F:11])[CH:8]=[C:7]([CH2:12][S:13]([C:16]2[C:25]3[C:20](=[CH:21][CH:22]=[CH:23][CH:24]=3)[CH:19]=[CH:18][CH:17]=2)(=[O:14])=[O:15])[C:6]=1[NH2:26].